Dataset: Forward reaction prediction with 1.9M reactions from USPTO patents (1976-2016). Task: Predict the product of the given reaction. (1) Given the reactants [CH2:1]([O:3][C:4](=[O:29])[CH2:5][CH2:6][CH2:7][O:8][C:9]1[CH:14]=[CH:13][CH:12]=[C:11]([CH2:15][CH2:16][CH2:17][CH2:18][CH2:19][CH2:20]Br)[C:10]=1[CH2:22][CH2:23][C:24]([O:26][CH2:27][CH3:28])=[O:25])[CH3:2].[C:30]([O:34][C:35]([NH:37][C:38]1[CH:43]=[C:42]([I:44])[CH:41]=[C:40]([I:45])[CH:39]=1)=[O:36])([CH3:33])([CH3:32])[CH3:31].[H-].[Na+], predict the reaction product. The product is: [CH2:1]([O:3][C:4](=[O:29])[CH2:5][CH2:6][CH2:7][O:8][C:9]1[CH:14]=[CH:13][CH:12]=[C:11]([CH2:15][CH2:16][CH2:17][CH2:18][CH2:19][CH2:20][N:37]([C:35]([O:34][C:30]([CH3:33])([CH3:32])[CH3:31])=[O:36])[C:38]2[CH:39]=[C:40]([I:45])[CH:41]=[C:42]([I:44])[CH:43]=2)[C:10]=1[CH2:22][CH2:23][C:24]([O:26][CH2:27][CH3:28])=[O:25])[CH3:2]. (2) Given the reactants [CH3:1][N:2]1[CH:6]=[C:5]([C:7]2[N:12]=[C:11]3[N:13]([CH2:16][CH:17]4[CH2:22][CH2:21][CH2:20][N:19]([C:23]5[N:28]=[CH:27][C:26]([C:29]6[CH2:34][CH2:33][N:32]([C:35](OC(C)(C)C)=O)[CH2:31][CH:30]=6)=[CH:25][N:24]=5)[CH2:18]4)[N:14]=[N:15][C:10]3=[N:9][CH:8]=2)[CH:4]=[N:3]1.[OH-].[Na+], predict the reaction product. The product is: [CH3:35][N:32]1[CH2:31][CH:30]=[C:29]([C:26]2[CH:27]=[N:28][C:23]([N:19]3[CH2:20][CH2:21][CH2:22][CH:17]([CH2:16][N:13]4[C:11]5=[N:12][C:7]([C:5]6[CH:4]=[N:3][N:2]([CH3:1])[CH:6]=6)=[CH:8][N:9]=[C:10]5[N:15]=[N:14]4)[CH2:18]3)=[N:24][CH:25]=2)[CH2:34][CH2:33]1. (3) Given the reactants [CH2:1]([C:3]1[CH:4]=[C:5]([CH:15]=[CH:16][CH:17]=1)[O:6][C:7]1[CH:8]=[C:9]([CH:12]=[CH:13][CH:14]=1)[C:10]#[N:11])[CH3:2].C1COCC1.[H-].[Al+3].[Li+].[H-].[H-].[H-].[OH-].[Na+], predict the reaction product. The product is: [CH2:1]([C:3]1[CH:4]=[C:5]([CH:15]=[CH:16][CH:17]=1)[O:6][C:7]1[CH:8]=[C:9]([CH:12]=[CH:13][CH:14]=1)[CH2:10][NH2:11])[CH3:2]. (4) Given the reactants [CH3:1][C:2]1[C:7]([C:8]2[C:9]([CH3:29])=[C:10]([CH:26]=[CH:27][CH:28]=2)[CH2:11][NH:12][C:13]2[CH:25]=[CH:24][C:16]3[C@H:17]([CH2:20][C:21]([OH:23])=[O:22])[CH2:18][O:19][C:15]=3[CH:14]=2)=[C:6]([CH3:30])[N:5]=[C:4]([N:31]2[CH2:36][CH2:35][O:34][CH2:33][CH2:32]2)[N:3]=1.[OH-].[Na+:38].C(#N)C, predict the reaction product. The product is: [CH3:30][C:6]1[C:7]([C:8]2[C:9]([CH3:29])=[C:10]([CH:26]=[CH:27][CH:28]=2)[CH2:11][NH:12][C:13]2[CH:25]=[CH:24][C:16]3[C@H:17]([CH2:20][C:21]([O-:23])=[O:22])[CH2:18][O:19][C:15]=3[CH:14]=2)=[C:2]([CH3:1])[N:3]=[C:4]([N:31]2[CH2:36][CH2:35][O:34][CH2:33][CH2:32]2)[N:5]=1.[Na+:38]. (5) Given the reactants [N:1]1[C:10]2[C:5](=[CH:6][CH:7]=[CH:8][CH:9]=2)[C:4]([NH:11]C)=[CH:3][CH:2]=1.C(N([CH2:18][CH3:19])CC)C.[Br:20][C:21]1[CH:26]=C[C:24]([S:27](Cl)(=[O:29])=[O:28])=[CH:23][CH:22]=1.O, predict the reaction product. The product is: [Br:20][C:21]1[CH:22]=[CH:23][C:24]([S:27]([NH:11][C:4]2[C:5]3[C:10](=[CH:9][CH:8]=[CH:7][CH:6]=3)[N:1]=[CH:2][CH:3]=2)(=[O:29])=[O:28])=[C:18]([CH3:19])[CH:26]=1. (6) Given the reactants [F:1][C:2]1[CH:7]=[CH:6][C:5]([C@@H:8]([NH:10][C:11]2[N:16]=[C:15]([C:17]3[CH:18]=[C:19]([CH:22]=[CH:23][CH:24]=3)[C:20]#[N:21])[CH:14]=[C:13]([NH:25][C:26]3[CH:31]=[N:30][CH:29]=[CH:28][N:27]=3)[N:12]=2)[CH3:9])=[CH:4][CH:3]=1.[F-].[K+].C([OH:38])(C)(C)C, predict the reaction product. The product is: [F:1][C:2]1[CH:7]=[CH:6][C:5]([C@@H:8]([NH:10][C:11]2[N:16]=[C:15]([C:17]3[CH:18]=[C:19]([CH:22]=[CH:23][CH:24]=3)[C:20]([NH2:21])=[O:38])[CH:14]=[C:13]([NH:25][C:26]3[CH:31]=[N:30][CH:29]=[CH:28][N:27]=3)[N:12]=2)[CH3:9])=[CH:4][CH:3]=1. (7) Given the reactants [Br:1][C:2]1[CH:7]=[CH:6][C:5](/[C:8](/[CH3:30])=[C:9](/[CH2:28][CH3:29])\[CH2:10][O:11][C:12]2[CH:17]=[CH:16][C:15]([CH2:18][C@H:19]([O:25][CH2:26][CH3:27])[C:20]([O:22]CC)=[O:21])=[CH:14][CH:13]=2)=[CH:4][CH:3]=1.[OH-].[Na+], predict the reaction product. The product is: [Br:1][C:2]1[CH:3]=[CH:4][C:5](/[C:8](/[CH3:30])=[C:9](/[CH2:28][CH3:29])\[CH2:10][O:11][C:12]2[CH:17]=[CH:16][C:15]([CH2:18][C@H:19]([O:25][CH2:26][CH3:27])[C:20]([OH:22])=[O:21])=[CH:14][CH:13]=2)=[CH:6][CH:7]=1. (8) Given the reactants [F:1][C:2]([F:48])([F:47])[C:3]1[CH:4]=[C:5]([CH:40]=[C:41]([C:43]([F:46])([F:45])[F:44])[CH:42]=1)[CH2:6][N:7]([CH2:18][C:19]1[CH:24]=[C:23]([C:25]([F:28])([F:27])[F:26])[CH:22]=[CH:21][C:20]=1[C:29]1[CH:34]=[C:33]([CH:35]([CH3:37])[CH3:36])[CH:32]=[CH:31][C:30]=1[O:38][CH3:39])[C:8]1[N:9]=[N:10][N:11]([CH2:13][CH2:14][S:15]([CH3:17])=[O:16])[N:12]=1.ClC1C=CC=C(C(OO)=[O:57])C=1.C(=O)(O)[O-].[Na+], predict the reaction product. The product is: [F:44][C:43]([F:46])([F:45])[C:41]1[CH:40]=[C:5]([CH:4]=[C:3]([C:2]([F:47])([F:1])[F:48])[CH:42]=1)[CH2:6][N:7]([CH2:18][C:19]1[CH:24]=[C:23]([C:25]([F:26])([F:27])[F:28])[CH:22]=[CH:21][C:20]=1[C:29]1[CH:34]=[C:33]([CH:35]([CH3:36])[CH3:37])[CH:32]=[CH:31][C:30]=1[O:38][CH3:39])[C:8]1[N:9]=[N:10][N:11]([CH2:13][CH2:14][S:15]([CH3:17])(=[O:57])=[O:16])[N:12]=1. (9) Given the reactants Br[C:2]1[CH:3]=[C:4]2[C:8](=[CH:9][CH:10]=1)[CH2:7][CH:6]([NH:11][C:12](=[O:18])[O:13][C:14]([CH3:17])([CH3:16])[CH3:15])[CH2:5]2.O.[CH3:20][N:21](C=O)C, predict the reaction product. The product is: [C:20]([C:2]1[CH:3]=[C:4]2[C:8](=[CH:9][CH:10]=1)[CH2:7][CH:6]([NH:11][C:12](=[O:18])[O:13][C:14]([CH3:17])([CH3:16])[CH3:15])[CH2:5]2)#[N:21].